From a dataset of NCI-60 drug combinations with 297,098 pairs across 59 cell lines. Regression. Given two drug SMILES strings and cell line genomic features, predict the synergy score measuring deviation from expected non-interaction effect. (1) Drug 1: C(CC(=O)O)C(=O)CN.Cl. Drug 2: CC(C)NC(=O)C1=CC=C(C=C1)CNNC.Cl. Cell line: HS 578T. Synergy scores: CSS=11.4, Synergy_ZIP=-1.25, Synergy_Bliss=-2.77, Synergy_Loewe=-0.0646, Synergy_HSA=-2.86. (2) Drug 2: CCCCCOC(=O)NC1=NC(=O)N(C=C1F)C2C(C(C(O2)C)O)O. Synergy scores: CSS=-1.87, Synergy_ZIP=-0.516, Synergy_Bliss=-1.10, Synergy_Loewe=-3.50, Synergy_HSA=-3.55. Cell line: ACHN. Drug 1: C1CCC(C1)C(CC#N)N2C=C(C=N2)C3=C4C=CNC4=NC=N3. (3) Synergy scores: CSS=16.4, Synergy_ZIP=1.35, Synergy_Bliss=4.14, Synergy_Loewe=-7.33, Synergy_HSA=2.74. Drug 2: C(CCl)NC(=O)N(CCCl)N=O. Cell line: HT29. Drug 1: CC12CCC3C(C1CCC2=O)CC(=C)C4=CC(=O)C=CC34C. (4) Drug 1: CC1C(C(CC(O1)OC2CC(OC(C2O)C)OC3=CC4=CC5=C(C(=O)C(C(C5)C(C(=O)C(C(C)O)O)OC)OC6CC(C(C(O6)C)O)OC7CC(C(C(O7)C)O)OC8CC(C(C(O8)C)O)(C)O)C(=C4C(=C3C)O)O)O)O. Drug 2: CC1CCC2CC(C(=CC=CC=CC(CC(C(=O)C(C(C(=CC(C(=O)CC(OC(=O)C3CCCCN3C(=O)C(=O)C1(O2)O)C(C)CC4CCC(C(C4)OC)O)C)C)O)OC)C)C)C)OC. Cell line: LOX IMVI. Synergy scores: CSS=26.0, Synergy_ZIP=0.952, Synergy_Bliss=1.95, Synergy_Loewe=2.19, Synergy_HSA=-0.805. (5) Drug 1: CC(C1=C(C=CC(=C1Cl)F)Cl)OC2=C(N=CC(=C2)C3=CN(N=C3)C4CCNCC4)N. Drug 2: CC=C1C(=O)NC(C(=O)OC2CC(=O)NC(C(=O)NC(CSSCCC=C2)C(=O)N1)C(C)C)C(C)C. Cell line: KM12. Synergy scores: CSS=70.5, Synergy_ZIP=-4.99, Synergy_Bliss=-5.75, Synergy_Loewe=-14.5, Synergy_HSA=-2.06.